From a dataset of Forward reaction prediction with 1.9M reactions from USPTO patents (1976-2016). Predict the product of the given reaction. (1) Given the reactants C[O-].[Na+].[CH3:4][C:5]1([CH3:32])[CH2:14][CH2:13][C:12]([CH3:16])([CH3:15])[C:11]2[CH:10]=[C:9]([C:17]([CH2:19][O:20][C:21]3[CH:30]=[CH:29][C:24]([C:25]([O:27][CH3:28])=[O:26])=[CH:23][C:22]=3[I:31])=O)[CH:8]=[CH:7][C:6]1=2.[Br-].[CH3:34]P(C1C=CC=CC=1)(C1C=CC=CC=1)C1C=CC=CC=1, predict the reaction product. The product is: [I:31][C:22]1[CH:23]=[C:24]([CH:29]=[CH:30][C:21]=1[O:20][CH:19]=[C:17]([C:9]1[CH:8]=[CH:7][C:6]2[C:5]([CH3:4])([CH3:32])[CH2:14][CH2:13][C:12]([CH3:15])([CH3:16])[C:11]=2[CH:10]=1)[CH3:34])[C:25]([O:27][CH3:28])=[O:26]. (2) Given the reactants [B:1]1(B2OCC(C)(C)CO2)[O:6]CC(C)(C)C[O:2]1.C([O:20][C:21]1[CH:30]=[CH:29][C:28]2[C:23](=[CH:24][CH:25]=[C:26](OS(C(F)(F)F)(=O)=O)[C:27]=2[O:31][C:32]2[CH:37]=[CH:36][C:35]([O:38][CH2:39][CH2:40][N:41]3[CH2:46][CH2:45][CH2:44][CH2:43][CH2:42]3)=[CH:34][CH:33]=2)[CH:22]=1)(=O)C.[F-].[Cs+].C1(P(C2CCCCC2)C2CCCCC2)CCCCC1.N(CCO)CCO.[ClH:83], predict the reaction product. The product is: [ClH:83].[OH:20][C:21]1[CH:22]=[C:23]2[C:28](=[CH:29][CH:30]=1)[C:27]([O:31][C:32]1[CH:37]=[CH:36][C:35]([O:38][CH2:39][CH2:40][N:41]3[CH2:46][CH2:45][CH2:44][CH2:43][CH2:42]3)=[CH:34][CH:33]=1)=[C:26]([B:1]([OH:6])[OH:2])[CH:25]=[CH:24]2. (3) Given the reactants [Cl:1][C:2]1[C:7]2[CH:8]=[N:9][N:10]([CH2:11][C:12]3[CH:17]=[CH:16][C:15]([CH2:18][N:19]4[CH:23]=[CH:22][CH:21]=[N:20]4)=[CH:14][CH:13]=3)[C:6]=2[CH:5]=[C:4](Cl)[N:3]=1.FC(F)(F)C([O-])=O.[NH2:32][CH2:33][C:34]1[C:35]([CH3:42])=[CH:36][C:37]([NH2:41])=[N:38][C:39]=1[CH3:40].[NH4+].CCN(C(C)C)C(C)C.CCN(C(C)C)C(C)C.C(N(C(C)C)C(C)C)C, predict the reaction product. The product is: [N:19]1([CH2:18][C:15]2[CH:14]=[CH:13][C:12]([CH2:11][N:10]3[C:6]4[CH:5]=[C:4]([NH:32][CH2:33][C:34]5[C:39]([CH3:40])=[N:38][C:37]([NH2:41])=[CH:36][C:35]=5[CH3:42])[N:3]=[C:2]([Cl:1])[C:7]=4[CH:8]=[N:9]3)=[CH:17][CH:16]=2)[CH:23]=[CH:22][CH:21]=[N:20]1. (4) Given the reactants [NH:1]1[CH2:6][CH2:5][CH:4]([O:7][C:8]2[CH:9]=[C:10]3[C:14](=[CH:15][CH:16]=2)[NH:13][N:12]=[CH:11]3)[CH2:3][CH2:2]1.Br[CH2:18][CH2:19][OH:20].C(=O)([O-])[O-].[K+].[K+], predict the reaction product. The product is: [NH:13]1[C:14]2[C:10](=[CH:9][C:8]([O:7][CH:4]3[CH2:3][CH2:2][N:1]([CH2:18][CH2:19][OH:20])[CH2:6][CH2:5]3)=[CH:16][CH:15]=2)[CH:11]=[N:12]1. (5) Given the reactants [N:1]([CH2:4][CH:5]1[O:9][N:8]=[C:7]([C:10]2[CH:15]=[CH:14][C:13]([Br:16])=[CH:12][N:11]=2)[CH2:6]1)=[N+]=[N-].[C:17]([OH:20])(=S)[CH3:18], predict the reaction product. The product is: [Br:16][C:13]1[CH:14]=[CH:15][C:10]([C:7]2[CH2:6][CH:5]([CH2:4][NH:1][C:17](=[O:20])[CH3:18])[O:9][N:8]=2)=[N:11][CH:12]=1.